This data is from Reaction yield outcomes from USPTO patents with 853,638 reactions. The task is: Predict the reaction yield, written as a fraction of the theoretical maximum amount of product (1.0 means a 100% yield; for example, 0.34 means a 34% yield). The reactants are [CH2:1]([C:6]1[S:10][C:9]([NH2:11])=[N:8][N:7]=1)[CH2:2][CH2:3][C:4]#[CH:5].[C:12]1([CH2:18][C:19](Cl)=[O:20])[CH:17]=[CH:16][CH:15]=[CH:14][CH:13]=1. The catalyst is N1C=CC=CC=1. The product is [CH2:1]([C:6]1[S:10][C:9]([NH:11][C:19](=[O:20])[CH2:18][C:12]2[CH:17]=[CH:16][CH:15]=[CH:14][CH:13]=2)=[N:8][N:7]=1)[CH2:2][CH2:3][C:4]#[CH:5]. The yield is 1.00.